From a dataset of NCI-60 drug combinations with 297,098 pairs across 59 cell lines. Regression. Given two drug SMILES strings and cell line genomic features, predict the synergy score measuring deviation from expected non-interaction effect. (1) Drug 1: C1=CC(=CC=C1C#N)C(C2=CC=C(C=C2)C#N)N3C=NC=N3. Drug 2: C1C(C(OC1N2C=NC(=NC2=O)N)CO)O. Cell line: OVCAR-4. Synergy scores: CSS=11.7, Synergy_ZIP=-3.59, Synergy_Bliss=0.876, Synergy_Loewe=-8.78, Synergy_HSA=-2.31. (2) Drug 1: C1=CC(=C2C(=C1NCCNCCO)C(=O)C3=C(C=CC(=C3C2=O)O)O)NCCNCCO. Drug 2: C1CCC(C(C1)N)N.C(=O)(C(=O)[O-])[O-].[Pt+4]. Cell line: SF-539. Synergy scores: CSS=38.5, Synergy_ZIP=-0.250, Synergy_Bliss=-0.605, Synergy_Loewe=1.16, Synergy_HSA=2.10. (3) Drug 1: CC1CCC2CC(C(=CC=CC=CC(CC(C(=O)C(C(C(=CC(C(=O)CC(OC(=O)C3CCCCN3C(=O)C(=O)C1(O2)O)C(C)CC4CCC(C(C4)OC)OCCO)C)C)O)OC)C)C)C)OC. Drug 2: CCN(CC)CCNC(=O)C1=C(NC(=C1C)C=C2C3=C(C=CC(=C3)F)NC2=O)C. Cell line: K-562. Synergy scores: CSS=3.52, Synergy_ZIP=4.23, Synergy_Bliss=5.25, Synergy_Loewe=-4.20, Synergy_HSA=-3.39.